This data is from Full USPTO retrosynthesis dataset with 1.9M reactions from patents (1976-2016). The task is: Predict the reactants needed to synthesize the given product. (1) Given the product [Cl:1][C:2]1[CH:7]=[CH:6][C:5]([NH:8][C:9](=[O:22])[C:10]2[CH:15]=[CH:14][C:13]([CH2:16][S:17]([CH3:20])(=[O:19])=[O:18])=[C:12]([O:21][CH2:30][CH:31]([CH3:33])[CH3:32])[CH:11]=2)=[CH:4][C:3]=1[C:23]1[CH:28]=[CH:27][CH:26]=[CH:25][N:24]=1, predict the reactants needed to synthesize it. The reactants are: [Cl:1][C:2]1[CH:7]=[CH:6][C:5]([NH:8][C:9](=[O:22])[C:10]2[CH:15]=[CH:14][C:13]([CH2:16][S:17]([CH3:20])(=[O:19])=[O:18])=[C:12]([OH:21])[CH:11]=2)=[CH:4][C:3]=1[C:23]1[CH:28]=[CH:27][CH:26]=[CH:25][N:24]=1.Br[CH2:30][CH:31]([CH3:33])[CH3:32]. (2) The reactants are: [CH3:1][C:2]1[NH:6][N:5]=[C:4]([C:7]2[O:11][N:10]=[C:9]([C:12]3[CH:17]=[CH:16][C:15]([O:18][C:19]([F:22])([F:21])[F:20])=[CH:14][CH:13]=3)[N:8]=2)[N:3]=1.Cl[CH2:24][C:25]1[CH:30]=[CH:29][N:28]=[C:27]([N:31]2[CH2:36][CH2:35][N:34]([C:37]([O:39][CH2:40][C:41]3[CH:46]=[CH:45][CH:44]=[CH:43][CH:42]=3)=[O:38])[CH2:33][CH2:32]2)[CH:26]=1.C([O-])([O-])=O.[Cs+].[Cs+]. Given the product [CH3:1][C:2]1[N:6]([CH2:24][C:25]2[CH:30]=[CH:29][N:28]=[C:27]([N:31]3[CH2:32][CH2:33][N:34]([C:37]([O:39][CH2:40][C:41]4[CH:46]=[CH:45][CH:44]=[CH:43][CH:42]=4)=[O:38])[CH2:35][CH2:36]3)[CH:26]=2)[N:5]=[C:4]([C:7]2[O:11][N:10]=[C:9]([C:12]3[CH:13]=[CH:14][C:15]([O:18][C:19]([F:22])([F:20])[F:21])=[CH:16][CH:17]=3)[N:8]=2)[N:3]=1.[CH3:1][C:2]1[N:3]=[C:4]([C:7]2[O:11][N:10]=[C:9]([C:12]3[CH:13]=[CH:14][C:15]([O:18][C:19]([F:22])([F:20])[F:21])=[CH:16][CH:17]=3)[N:8]=2)[N:5]([CH2:24][C:25]2[CH:30]=[CH:29][N:28]=[C:27]([N:31]3[CH2:32][CH2:33][N:34]([C:37]([O:39][CH2:40][C:41]4[CH:46]=[CH:45][CH:44]=[CH:43][CH:42]=4)=[O:38])[CH2:35][CH2:36]3)[CH:26]=2)[N:6]=1, predict the reactants needed to synthesize it. (3) Given the product [CH2:9]([O:11][C:12]([C:14]1[C:15](=[O:25])[NH:16][C:17]2[C:22]([C:23]=1[N:29]1[CH2:30][CH2:31][N:26]([C:32]([C:34]3[S:35][CH:36]=[CH:37][CH:38]=3)=[O:33])[CH2:27][CH2:28]1)=[CH:21][N:20]=[CH:19][CH:18]=2)=[O:13])[CH3:10], predict the reactants needed to synthesize it. The reactants are: C1N2CCN(CC2)C1.[CH2:9]([O:11][C:12]([C:14]1[C:15](=[O:25])[NH:16][C:17]2[C:22]([C:23]=1Cl)=[CH:21][N:20]=[CH:19][CH:18]=2)=[O:13])[CH3:10].[N:26]1([C:32]([C:34]2[S:35][CH:36]=[CH:37][CH:38]=2)=[O:33])[CH2:31][CH2:30][NH:29][CH2:28][CH2:27]1. (4) Given the product [Cl:1][C:2]1[N:7]=[C:6]([CH:10]=[CH2:11])[C:5]([F:9])=[CH:4][N:3]=1, predict the reactants needed to synthesize it. The reactants are: [Cl:1][C:2]1[N:7]=[C:6](Cl)[C:5]([F:9])=[CH:4][N:3]=1.[CH2:10]([Sn](CCCC)(CCCC)C=C)[CH2:11]CC.[F-].[K+].